Dataset: Forward reaction prediction with 1.9M reactions from USPTO patents (1976-2016). Task: Predict the product of the given reaction. (1) Given the reactants [CH2:1]([O:3][C:4]1[CH:9]=[C:8]([F:10])[C:7]([C:11]2[N:16]=[C:15]([C:17]([NH:19][C:20]3[C:21]([N:30]4[CH2:35][C@H:34]([CH3:36])[C@@H:33]([OH:37])[C@H:32]([NH:38]C(=O)OC(C)(C)C)[CH2:31]4)=[C:22]4[CH2:28][CH2:27][CH:26]([OH:29])[C:23]4=[N:24][CH:25]=3)=[O:18])[CH:14]=[CH:13][C:12]=2[F:46])=[C:6]([F:47])[CH:5]=1)[CH3:2].C(O)(C(F)(F)F)=O.O.CC#N, predict the reaction product. The product is: [NH2:38][C@H:32]1[C@H:33]([OH:37])[C@@H:34]([CH3:36])[CH2:35][N:30]([C:21]2[C:20]([NH:19][C:17]([C:15]3[CH:14]=[CH:13][C:12]([F:46])=[C:11]([C:7]4[C:8]([F:10])=[CH:9][C:4]([O:3][CH2:1][CH3:2])=[CH:5][C:6]=4[F:47])[N:16]=3)=[O:18])=[CH:25][N:24]=[C:23]3[CH:26]([OH:29])[CH2:27][CH2:28][C:22]=23)[CH2:31]1. (2) Given the reactants C([O:3][C:4]([C:6]1([NH:11][C:12]([CH:14]2[CH2:18][CH:17]([O:19][C:20]3[C:29]4[C:24](=[CH:25][C:26]([O:30][CH3:31])=[CH:27][CH:28]=4)[N:23]=[C:22]([C:32]4[CH:37]=[CH:36][CH:35]=[CH:34][CH:33]=4)[CH:21]=3)[CH2:16][NH:15]2)=[O:13])[CH2:8][CH:7]1[CH:9]=[CH2:10])=[O:5])C.C(OC(C1(NC(C2CC(OC3C4C(=CC(OC)=CC=4)N=C(C4C=CC=CC=4)C=3)CN2[C:75](=[O:95])[NH:76][CH:77]([C:82](=[O:94])[NH:83][CH:84]2[C:92]3[C:87](=[CH:88][CH:89]=[CH:90][CH:91]=3)C[CH:85]2[OH:93])[C:78]([CH3:81])([CH3:80])[CH3:79])=O)CC1C=C)=O)C.OC1CC2C(=CC=CC=2)[CH:98]1[NH:106]C(C(N1CC(OC2C3C(=CC(OC)=CC=3)C=C(C3C=CC=CC=3)C=2)CC1C1(C(O)=O)CC1C=C)C(C)(C)C)=O, predict the reaction product. The product is: [CH:92]1([C@H:84]([NH:83][C:82]([C@@H:77]([NH:76][C:75]([N:15]2[CH2:16][C@H:17]([O:19][C:20]3[C:29]4[C:24](=[CH:25][C:26]([O:30][CH3:31])=[CH:27][CH:28]=4)[N:23]=[C:22]([C:32]4[CH:37]=[CH:36][CH:35]=[CH:34][CH:33]=4)[CH:21]=3)[CH2:18][C@H:14]2[C:12]([NH:11][C@:6]2([C:4]([OH:3])=[O:5])[CH2:8][C@H:7]2[CH:9]=[CH2:10])=[O:13])=[O:95])[C:78]([CH3:79])([CH3:80])[CH3:81])=[O:94])[C:85](=[O:93])[NH:106][CH3:98])[CH2:91][CH2:90][CH2:89][CH2:88][CH2:87]1. (3) The product is: [ClH:1].[NH:9]1[CH2:13][CH2:12][CH2:11][C@H:10]1[C:14]1[NH:15][C:16]([C:19]2[CH:24]=[CH:23][C:22]([B:25]3[O:29][C:28]([CH3:31])([CH3:30])[C:27]([CH3:33])([CH3:32])[O:26]3)=[CH:21][CH:20]=2)=[CH:17][N:18]=1. Given the reactants [ClH:1].C(OC([N:9]1[CH2:13][CH2:12][CH2:11][C@H:10]1[C:14]1[NH:15][C:16]([C:19]2[CH:24]=[CH:23][C:22]([B:25]3[O:29][C:28]([CH3:31])([CH3:30])[C:27]([CH3:33])([CH3:32])[O:26]3)=[CH:21][CH:20]=2)=[CH:17][N:18]=1)=O)(C)(C)C.C(OCC)C, predict the reaction product. (4) Given the reactants I[C:2]1[CH:3]=[N:4][CH:5]=[CH:6][CH:7]=1.[CH2:8]1COCC1.[Li]C(C)(C)C.Br[C:19]1[S:23][C:22]([C:24]2[N:28]3[N:29]=[C:30]([CH3:38])[CH:31]=[C:32]([CH:33]([CH2:36][CH3:37])[CH2:34][CH3:35])[C:27]3=[N:26][C:25]=2[CH3:39])=[C:21]([CH3:40])[C:20]=1[CH3:41], predict the reaction product. The product is: [CH3:40][C:21]1[C:20]([CH3:41])=[C:19]([C:5]2[CH:6]=[CH:7][CH:2]=[C:3]([CH3:8])[N:4]=2)[S:23][C:22]=1[C:24]1[N:28]2[N:29]=[C:30]([CH3:38])[CH:31]=[C:32]([CH:33]([CH2:36][CH3:37])[CH2:34][CH3:35])[C:27]2=[N:26][C:25]=1[CH3:39].